From a dataset of NCI-60 drug combinations with 297,098 pairs across 59 cell lines. Regression. Given two drug SMILES strings and cell line genomic features, predict the synergy score measuring deviation from expected non-interaction effect. (1) Drug 1: CC1=CC2C(CCC3(C2CCC3(C(=O)C)OC(=O)C)C)C4(C1=CC(=O)CC4)C. Drug 2: C1CC(=O)NC(=O)C1N2C(=O)C3=CC=CC=C3C2=O. Cell line: DU-145. Synergy scores: CSS=-3.19, Synergy_ZIP=1.99, Synergy_Bliss=-0.197, Synergy_Loewe=-4.71, Synergy_HSA=-5.11. (2) Cell line: TK-10. Drug 1: CCCS(=O)(=O)NC1=C(C(=C(C=C1)F)C(=O)C2=CNC3=C2C=C(C=N3)C4=CC=C(C=C4)Cl)F. Synergy scores: CSS=31.3, Synergy_ZIP=-3.45, Synergy_Bliss=0.864, Synergy_Loewe=-0.854, Synergy_HSA=2.88. Drug 2: CC1OCC2C(O1)C(C(C(O2)OC3C4COC(=O)C4C(C5=CC6=C(C=C35)OCO6)C7=CC(=C(C(=C7)OC)O)OC)O)O. (3) Drug 1: C1=C(C(=O)NC(=O)N1)N(CCCl)CCCl. Drug 2: C1=NC2=C(N=C(N=C2N1C3C(C(C(O3)CO)O)O)F)N. Cell line: NCI/ADR-RES. Synergy scores: CSS=23.4, Synergy_ZIP=-13.9, Synergy_Bliss=-7.63, Synergy_Loewe=-14.4, Synergy_HSA=-5.16.